Dataset: Full USPTO retrosynthesis dataset with 1.9M reactions from patents (1976-2016). Task: Predict the reactants needed to synthesize the given product. (1) Given the product [Cl:1][C:2]1[CH:3]=[C:4]([C@H:8]2[CH2:13][C@@:12]([CH3:29])([CH2:14][CH:25]=[CH2:26])[S:11][N:10]([CH:15]([CH3:17])[CH3:16])[C@@H:9]2[C:18]2[CH:19]=[CH:20][C:21]([Cl:24])=[CH:22][CH:23]=2)[CH:5]=[CH:6][CH:7]=1, predict the reactants needed to synthesize it. The reactants are: [Cl:1][C:2]1[CH:3]=[C:4]([C@H:8]2[CH2:13][C@@H:12]([CH3:14])[S:11][N:10]([CH:15]([CH3:17])[CH3:16])[C@@H:9]2[C:18]2[CH:23]=[CH:22][C:21]([Cl:24])=[CH:20][CH:19]=2)[CH:5]=[CH:6][CH:7]=1.[CH2:25](I)[CH:26]=C.[CH3:29][Si]([N-][Si](C)(C)C)(C)C.[Li+]. (2) Given the product [CH2:1]([N:8]1[C:16]2[C:11](=[CH:12][CH:13]=[C:14]([O:17][CH2:43][CH2:42][N:41]([CH3:45])[CH3:40])[CH:15]=2)[C:10]([C:18]([NH:20][CH2:21][C:22]2[CH:27]=[CH:26][C:25]([F:28])=[C:24]([F:29])[CH:23]=2)=[O:19])=[C:9]1[CH:30]([CH3:32])[CH3:31])[C:2]1[CH:7]=[CH:6][CH:5]=[CH:4][CH:3]=1, predict the reactants needed to synthesize it. The reactants are: [CH2:1]([N:8]1[C:16]2[C:11](=[CH:12][CH:13]=[C:14]([OH:17])[CH:15]=2)[C:10]([C:18]([NH:20][CH2:21][C:22]2[CH:27]=[CH:26][C:25]([F:28])=[C:24]([F:29])[CH:23]=2)=[O:19])=[C:9]1[CH:30]([CH3:32])[CH3:31])[C:2]1[CH:7]=[CH:6][CH:5]=[CH:4][CH:3]=1.C([O-])([O-])=O.[K+].[K+].Cl.[CH3:40][N:41]([CH3:45])[CH2:42][CH2:43]Cl. (3) Given the product [O:19]=[S:2]1(=[O:1])[N:7]([C:8]2[CH:17]=[CH:16][C:11]([C:12]([OH:14])=[O:13])=[C:10]([F:18])[CH:9]=2)[CH2:6][CH2:5][O:4][CH2:3]1, predict the reactants needed to synthesize it. The reactants are: [O:1]=[S:2]1(=[O:19])[N:7]([C:8]2[CH:17]=[CH:16][C:11]([C:12]([O:14]C)=[O:13])=[C:10]([F:18])[CH:9]=2)[CH2:6][CH2:5][O:4][CH2:3]1.[OH-].[Na+].Cl. (4) The reactants are: [Cl:1][C:2]1[CH:3]=[C:4]([C:9](O)([C:30]([F:33])([F:32])[F:31])[CH2:10][C:11]([C:13]2[CH:28]=[CH:27][C:16]([C:17]([NH:19][CH2:20][C:21]3[CH:26]=[CH:25][CH:24]=[CH:23][N:22]=3)=[O:18])=[C:15]([CH3:29])[CH:14]=2)=[O:12])[CH:5]=[C:6]([Cl:8])[CH:7]=1.C1(C)C=CC=CC=1.C(OC(=O)C)(=O)C.C(N(CCCC)CCCC)CCC. Given the product [Cl:1][C:2]1[CH:3]=[C:4]([C:9]([C:30]([F:33])([F:32])[F:31])=[CH:10][C:11]([C:13]2[CH:28]=[CH:27][C:16]([C:17]([NH:19][CH2:20][C:21]3[CH:26]=[CH:25][CH:24]=[CH:23][N:22]=3)=[O:18])=[C:15]([CH3:29])[CH:14]=2)=[O:12])[CH:5]=[C:6]([Cl:8])[CH:7]=1, predict the reactants needed to synthesize it. (5) Given the product [CH3:15][C:14]1[N:13]=[C:12]([N:16]2[C:20](=[O:21])[NH:19][C:18]([C:22]3([CH3:25])[CH2:24][CH2:23]3)=[N:17]2)[CH:11]=[CH:10][C:9]=1[O:8][C:6]1[CH:5]=[CH:4][N:3]=[C:2]([C:30]2[CH:29]=[N:28][N:27]([CH3:26])[CH:31]=2)[CH:7]=1, predict the reactants needed to synthesize it. The reactants are: Cl[C:2]1[CH:7]=[C:6]([O:8][C:9]2[CH:10]=[CH:11][C:12]([N:16]3[C:20](=[O:21])[NH:19][C:18]([C:22]4([CH3:25])[CH2:24][CH2:23]4)=[N:17]3)=[N:13][C:14]=2[CH3:15])[CH:5]=[CH:4][N:3]=1.[CH3:26][N:27]1[CH:31]=[C:30](B2OC(C)(C)C(C)(C)O2)[CH:29]=[N:28]1.C([O-])([O-])=O.[K+].[K+].[NH4+].[Cl-]. (6) Given the product [OH:35][CH:34]([C:36]1[O:37][C:38]2[C:53]([N:40]=1)=[N:55][CH:45]=[CH:46][CH:41]=2)[CH:33]([NH:32][C:10](=[O:12])[CH:9]([CH2:13][S:14]([CH2:17][C:18]1[CH:23]=[CH:22][CH:21]=[CH:20][CH:19]=1)(=[O:16])=[O:15])[CH2:8][C:7]([N:1]1[CH2:2][CH2:3][O:4][CH2:5][CH2:6]1)=[O:24])[CH2:47][CH3:48], predict the reactants needed to synthesize it. The reactants are: [N:1]1([C:7](=[O:24])[CH2:8][CH:9]([CH2:13][S:14]([CH2:17][C:18]2[CH:23]=[CH:22][CH:21]=[CH:20][CH:19]=2)(=[O:16])=[O:15])[C:10]([OH:12])=O)[CH2:6][CH2:5][O:4][CH2:3][CH2:2]1.OC(C(F)(F)F)=O.[NH2:32][CH:33]([CH2:47][CH3:48])[CH:34]([C:36]1[O:37][C:38]([C:41]2[CH:46]=[CH:45]C=CC=2)=N[N:40]=1)[OH:35].C1C=CC2N(O)N=[N:55][C:53]=2C=1.C(Cl)CCl.CN1CCOCC1. (7) Given the product [F:18][C:19]1[CH:20]=[C:21]([CH2:26][C:27]([NH:1][N:2]2[N:11]=[C:10]([C:12]3[S:13][CH:14]=[CH:15][CH:16]=3)[C:9]3[C:4](=[CH:5][CH:6]=[CH:7][CH:8]=3)[C:3]2=[O:17])=[O:28])[CH:22]=[C:23]([F:25])[CH:24]=1, predict the reactants needed to synthesize it. The reactants are: [NH2:1][N:2]1[N:11]=[C:10]([C:12]2[S:13][CH:14]=[CH:15][CH:16]=2)[C:9]2[C:4](=[CH:5][CH:6]=[CH:7][CH:8]=2)[C:3]1=[O:17].[F:18][C:19]1[CH:20]=[C:21]([CH2:26][C:27](O)=[O:28])[CH:22]=[C:23]([F:25])[CH:24]=1.O.ON1C2C=CC=CC=2N=N1.C(Cl)CCl. (8) Given the product [I:1][C:2]1[CH:3]=[C:4]2[C:9](=[CH:10][CH:11]=1)[N:8]([CH:12]([CH3:14])[CH3:13])[CH:7]=[C:6]([C:15]([OH:17])=[O:16])[C:5]2=[O:20], predict the reactants needed to synthesize it. The reactants are: [I:1][C:2]1[CH:3]=[C:4]2[C:9](=[CH:10][CH:11]=1)[N:8]([CH:12]([CH3:14])[CH3:13])[CH:7]=[C:6]([C:15]([O:17]CC)=[O:16])[C:5]2=[O:20].[OH-].[Na+].C(O)(=O)CC(CC(O)=O)(C(O)=O)O. (9) Given the product [CH3:1][O:2][C:3](=[O:14])[C:4]1[CH:9]=[C:8]([N+:10]([O-:12])=[O:11])[C:7]([NH:28][C:27]2[CH:26]=[CH:25][C:24]([O:23][CH2:16][C:17]3[CH:18]=[CH:19][CH:20]=[CH:21][CH:22]=3)=[CH:30][CH:29]=2)=[N:6][CH:5]=1, predict the reactants needed to synthesize it. The reactants are: [CH3:1][O:2][C:3](=[O:14])[C:4]1[CH:9]=[C:8]([N+:10]([O-:12])=[O:11])[C:7](Cl)=[N:6][CH:5]=1.Cl.[CH2:16]([O:23][C:24]1[CH:30]=[CH:29][C:27]([NH2:28])=[CH:26][CH:25]=1)[C:17]1[CH:22]=[CH:21][CH:20]=[CH:19][CH:18]=1.CCN(C(C)C)C(C)C.